This data is from Reaction yield outcomes from USPTO patents with 853,638 reactions. The task is: Predict the reaction yield, written as a fraction of the theoretical maximum amount of product (1.0 means a 100% yield; for example, 0.34 means a 34% yield). The reactants are [Cl:1][C:2]1[N:7]=[CH:6][C:5]([CH2:8][N:9]2[CH2:13][CH2:12][S:11][C:10]2=[NH:14])=[CH:4][CH:3]=1.[CH2:15](Br)[C:16]1[CH:21]=[CH:20][CH:19]=[CH:18][CH:17]=1.C(=O)([O-])[O-].[K+].[K+]. The catalyst is C(#N)C. The product is [CH2:15]([N:14]=[C:10]1[N:9]([CH2:8][C:5]2[CH:6]=[N:7][C:2]([Cl:1])=[CH:3][CH:4]=2)[CH2:13][CH2:12][S:11]1)[C:16]1[CH:21]=[CH:20][CH:19]=[CH:18][CH:17]=1. The yield is 0.683.